From a dataset of Forward reaction prediction with 1.9M reactions from USPTO patents (1976-2016). Predict the product of the given reaction. (1) Given the reactants C(OC([N:8]1[CH2:13][CH2:12][CH:11]([O:14][C:15]2[C:16]([C:30]([OH:32])=[O:31])=[N:17][N:18]([C:22]3[CH:27]=[CH:26][C:25]([Cl:28])=[C:24]([Cl:29])[CH:23]=3)[C:19](=[O:21])[CH:20]=2)[CH2:10][CH2:9]1)=O)(C)(C)C.Cl.O1CCOCC1.CCOCC, predict the reaction product. The product is: [ClH:28].[Cl:29][C:24]1[CH:23]=[C:22]([N:18]2[C:19](=[O:21])[CH:20]=[C:15]([O:14][CH:11]3[CH2:10][CH2:9][NH:8][CH2:13][CH2:12]3)[C:16]([C:30]([OH:32])=[O:31])=[N:17]2)[CH:27]=[CH:26][C:25]=1[Cl:28]. (2) Given the reactants [C:1]([C:5]1[CH:6]=[CH:7][C:8]([O:33][CH3:34])=[C:9]([NH:11][C:12]([NH:14][C:15]2[C:24]3[C:19](=[CH:20][CH:21]=[CH:22][CH:23]=3)[C:18]([O:25][C:26]3[CH:31]=[CH:30][N:29]=[C:28](Cl)[N:27]=3)=[CH:17][CH:16]=2)=[O:13])[CH:10]=1)([CH3:4])([CH3:3])[CH3:2].[CH3:35]N(C=O)C, predict the reaction product. The product is: [C:1]([C:5]1[CH:6]=[CH:7][C:8]([O:33][CH3:34])=[C:9]([NH:11][C:12]([NH:14][C:15]2[C:24]3[C:19](=[CH:20][CH:21]=[CH:22][CH:23]=3)[C:18]([O:25][C:26]3[CH:31]=[CH:30][N:29]=[C:28]([CH3:35])[N:27]=3)=[CH:17][CH:16]=2)=[O:13])[CH:10]=1)([CH3:4])([CH3:3])[CH3:2].